From a dataset of Forward reaction prediction with 1.9M reactions from USPTO patents (1976-2016). Predict the product of the given reaction. (1) Given the reactants [CH:1]([NH2:4])([CH3:3])[CH3:2].[CH3:5][C:6](=C)[C:7]([NH2:9])=[O:8].[CH3:11]O, predict the reaction product. The product is: [CH3:11][NH:9][C:7](=[O:8])[CH2:6][CH2:5][NH:4][CH:1]([CH3:3])[CH3:2]. (2) Given the reactants [CH3:1][N:2]1[C:6]([C:7]([CH3:18])([C:9]2[S:10][C:11]([C:14]([F:17])([F:16])[F:15])=[CH:12][CH:13]=2)[CH3:8])=[N:5][N:4]=[C:3]1[CH:19]1[CH2:24][CH2:23][N:22](C(OC(C)(C)C)=O)[CH2:21][CH2:20]1.C(OCC)(=O)C.[ClH:38], predict the reaction product. The product is: [ClH:38].[ClH:38].[CH3:1][N:2]1[C:6]([C:7]([CH3:18])([C:9]2[S:10][C:11]([C:14]([F:17])([F:15])[F:16])=[CH:12][CH:13]=2)[CH3:8])=[N:5][N:4]=[C:3]1[CH:19]1[CH2:24][CH2:23][NH:22][CH2:21][CH2:20]1. (3) Given the reactants C([O:8][C:9]1[CH:37]=[CH:36][C:35]([N:38]2[CH2:43][CH2:42][CH2:41][CH2:40][CH2:39]2)=[CH:34][C:10]=1[C:11]([NH:13][C:14]1[CH:26]=[C:25]([C:27]2[CH:32]=[CH:31][CH:30]=[CH:29][C:28]=2[CH3:33])[CH:24]=[CH:23][C:15]=1[C:16]([O:18][C:19]([CH3:22])([CH3:21])[CH3:20])=[O:17])=[O:12])C1C=CC=CC=1, predict the reaction product. The product is: [OH:8][C:9]1[CH:37]=[CH:36][C:35]([N:38]2[CH2:43][CH2:42][CH2:41][CH2:40][CH2:39]2)=[CH:34][C:10]=1[C:11]([NH:13][C:14]1[CH:26]=[C:25]([C:27]2[CH:32]=[CH:31][CH:30]=[CH:29][C:28]=2[CH3:33])[CH:24]=[CH:23][C:15]=1[C:16]([O:18][C:19]([CH3:21])([CH3:20])[CH3:22])=[O:17])=[O:12]. (4) The product is: [C:1]([O:9][C@@H:10]1[C@H:15]([O:16][Si:17]([C:20]([CH3:23])([CH3:22])[CH3:21])([CH3:19])[CH3:18])[C@H:14]([O:24][Si:25]([C:28]([CH3:31])([CH3:30])[CH3:29])([CH3:27])[CH3:26])[C@H:13]([C@@H:32]([O:39][Si:40]([C:43]([CH3:46])([CH3:45])[CH3:44])([CH3:42])[CH3:41])/[CH:33]=[CH:34]/[I:57])[O:12][C@H:11]1[CH2:47][CH:48]=[CH2:49])(=[O:8])[C:2]1[CH:7]=[CH:6][CH:5]=[CH:4][CH:3]=1. Given the reactants [C:1]([O:9][C@@H:10]1[C@H:15]([O:16][Si:17]([C:20]([CH3:23])([CH3:22])[CH3:21])([CH3:19])[CH3:18])[C@H:14]([O:24][Si:25]([C:28]([CH3:31])([CH3:30])[CH3:29])([CH3:27])[CH3:26])[C@H:13]([C@@H:32]([O:39][Si:40]([C:43]([CH3:46])([CH3:45])[CH3:44])([CH3:42])[CH3:41])/[CH:33]=[CH:34]/[Si](C)(C)C)[O:12][C@H:11]1[CH2:47][CH:48]=[CH2:49])(=[O:8])[C:2]1[CH:7]=[CH:6][CH:5]=[CH:4][CH:3]=1.C1C(=O)N([I:57])C(=O)C1.S([O-])([O-])(=O)=S.[Na+].[Na+].C([O-])(O)=O.[Na+], predict the reaction product. (5) Given the reactants FC(F)(F)C1C=CC=CC=1C(Cl)=O.[CH3:14][O:15][C:16]1[CH:17]=[C:18]2[C:23](=[CH:24][C:25]=1[O:26][CH3:27])[N:22]=[CH:21][N:20]=[C:19]2[O:28][C:29]1[CH:35]=[CH:34][C:32]([NH2:33])=[CH:31][CH:30]=1.[F:36][C:37]([F:50])([F:49])[C:38]1[CH:43]=[CH:42][CH:41]=[CH:40][C:39]=1[C:44]([N:46]=[C:47]=[S:48])=[O:45], predict the reaction product. The product is: [F:49][C:37]([F:36])([F:50])[C:38]1[CH:43]=[CH:42][CH:41]=[CH:40][C:39]=1[C:44]([N:46]=[C:47]=[S:48])=[O:45].[CH3:14][O:15][C:16]1[CH:17]=[C:18]2[C:23](=[CH:24][C:25]=1[O:26][CH3:27])[N:22]=[CH:21][N:20]=[C:19]2[O:28][C:29]1[CH:35]=[CH:34][C:32]([NH:33][C:47]([NH:46][C:44](=[O:45])[C:39]2[CH:40]=[CH:41][CH:42]=[CH:43][C:38]=2[C:37]([F:36])([F:50])[F:49])=[S:48])=[CH:31][CH:30]=1.